Dataset: Full USPTO retrosynthesis dataset with 1.9M reactions from patents (1976-2016). Task: Predict the reactants needed to synthesize the given product. (1) The reactants are: Br[C:2]1[CH:3]=[C:4]([CH2:9][CH2:10][N:11]([CH2:26][C:27]2[CH:32]=[CH:31][C:30]([C:33]([CH3:36])([CH3:35])[CH3:34])=[CH:29][CH:28]=2)[C:12](=[O:25])[C:13]2[CH:18]=[C:17]([C:19]([F:22])([F:21])[F:20])[CH:16]=[C:15]([Cl:23])[C:14]=2[F:24])[CH:5]=[CH:6][C:7]=1[F:8].[CH2:37](B(O)O)[CH3:38]. Given the product [C:33]([C:30]1[CH:31]=[CH:32][C:27]([CH2:26][N:11]([CH2:10][CH2:9][C:4]2[CH:5]=[CH:6][C:7]([F:8])=[C:2]([CH2:37][CH3:38])[CH:3]=2)[C:12](=[O:25])[C:13]2[CH:18]=[C:17]([C:19]([F:22])([F:20])[F:21])[CH:16]=[C:15]([Cl:23])[C:14]=2[F:24])=[CH:28][CH:29]=1)([CH3:35])([CH3:34])[CH3:36], predict the reactants needed to synthesize it. (2) Given the product [CH:22]([N:11]1[CH2:10][CH2:9][N:8]([C:1]([O:3][C:4]([CH3:7])([CH3:6])[CH3:5])=[O:2])[CH2:13][CH2:12]1)([CH3:23])[CH3:27], predict the reactants needed to synthesize it. The reactants are: [C:1]([N:8]1[CH2:13][CH2:12][NH:11][CH2:10][CH2:9]1)([O:3][C:4]([CH3:7])([CH3:6])[CH3:5])=[O:2].C(N1CCN([C:22]2[CH:23]=CC([N+]([O-])=O)=C(N)[CH:27]=2)CC1)C.CC(C)=O.[BH-](OC(C)=O)(OC(C)=O)OC(C)=O.[Na+]. (3) Given the product [C:1]([O:5][C:6](=[O:39])[CH2:7][C:8]1[CH:13]=[CH:12][C:11]([Cl:14])=[C:10]([F:15])[C:9]=1[N:16]1[C:20]([C:21]2[CH:26]=[CH:25][C:24]([F:27])=[C:23]([Cl:28])[CH:22]=2)=[C:19]([C:29]2[O:30][C:46]([NH2:47])=[N:32][N:31]=2)[N:18]=[C:17]1[CH:33]1[CH2:34][CH2:35][CH2:36][CH2:37][CH2:38]1)([CH3:4])([CH3:2])[CH3:3], predict the reactants needed to synthesize it. The reactants are: [C:1]([O:5][C:6](=[O:39])[CH2:7][C:8]1[CH:13]=[CH:12][C:11]([Cl:14])=[C:10]([F:15])[C:9]=1[N:16]1[C:20]([C:21]2[CH:26]=[CH:25][C:24]([F:27])=[C:23]([Cl:28])[CH:22]=2)=[C:19]([C:29]([NH:31][NH2:32])=[O:30])[N:18]=[C:17]1[CH:33]1[CH2:38][CH2:37][CH2:36][CH2:35][CH2:34]1)([CH3:4])([CH3:3])[CH3:2].C([O-])(O)=O.[Na+].Br[C:46]#[N:47]. (4) The reactants are: [CH3:1][O:2][C:3]1[C:12]2[CH2:11][C@@H:10]([N:13]3[CH2:17][CH2:16][CH2:15][CH2:14]3)[CH2:9][CH2:8][C:7]=2[C:6]([NH2:18])=[CH:5][CH:4]=1.[N:19]1[CH:24]=[CH:23][CH:22]=[C:21]([S:25](Cl)(=[O:27])=[O:26])[CH:20]=1.N1C=CC=CC=1. Given the product [CH3:1][O:2][C:3]1[C:12]2[CH2:11][C@@H:10]([N:13]3[CH2:17][CH2:16][CH2:15][CH2:14]3)[CH2:9][CH2:8][C:7]=2[C:6]([NH:18][S:25]([C:21]2[CH:20]=[N:19][CH:24]=[CH:23][CH:22]=2)(=[O:27])=[O:26])=[CH:5][CH:4]=1, predict the reactants needed to synthesize it. (5) Given the product [CH3:1][O:2][C:3]([C:5]1[CH:10]=[C:9]([O:11][C:12]2[CH:17]=[CH:16][C:15]([NH:18][C:26]([O:28][CH2:29][C:30]3[CH:35]=[CH:34][CH:33]=[CH:32][CH:31]=3)=[O:27])=[CH:14][C:13]=2[F:19])[CH:8]=[CH:7][N:6]=1)=[O:4], predict the reactants needed to synthesize it. The reactants are: [CH3:1][O:2][C:3]([C:5]1[CH:10]=[C:9]([O:11][C:12]2[CH:17]=[CH:16][C:15]([NH2:18])=[CH:14][C:13]=2[F:19])[CH:8]=[CH:7][N:6]=1)=[O:4].C(=O)([O-])O.[Na+].Cl[C:26]([O:28][CH2:29][C:30]1[CH:35]=[CH:34][CH:33]=[CH:32][CH:31]=1)=[O:27].